From a dataset of Reaction yield outcomes from USPTO patents with 853,638 reactions. Predict the reaction yield, written as a fraction of the theoretical maximum amount of product (1.0 means a 100% yield; for example, 0.34 means a 34% yield). (1) The catalyst is CO. The product is [NH2:18][CH2:17][CH2:16][O:15][C:13]1[N:12]=[C:11]([C:26]2[CH:30]=[CH:29][O:28][CH:27]=2)[C:10]2[N:31]=[C:7]([C:3]3[C:2]([NH2:1])=[N:6][O:5][N:4]=3)[N:8]([CH2:32][CH3:33])[C:9]=2[CH:14]=1. The reactants are [NH2:1][C:2]1[C:3]([C:7]2[N:8]([CH2:32][CH3:33])[C:9]3[CH:14]=[C:13]([O:15][CH2:16][CH2:17][NH:18]C(=O)OC(C)(C)C)[N:12]=[C:11]([C:26]4[CH:30]=[CH:29][O:28][CH:27]=4)[C:10]=3[N:31]=2)=[N:4][O:5][N:6]=1.C(O)(C(F)(F)F)=O. The yield is 0.890. (2) The reactants are [NH2:1][C:2]1[C:11]2[C:6](=[C:7](I)[CH:8]=[CH:9][CH:10]=2)[N:5]=[N:4][C:3]=1[C:13]([NH:15][CH2:16][CH2:17][CH3:18])=[O:14].[CH3:19][O:20][C:21]1[CH:26]=[CH:25][C:24](B(O)O)=[CH:23][CH:22]=1. The product is [NH2:1][C:2]1[C:11]2[C:6](=[C:7]([C:24]3[CH:25]=[CH:26][C:21]([O:20][CH3:19])=[CH:22][CH:23]=3)[CH:8]=[CH:9][CH:10]=2)[N:5]=[N:4][C:3]=1[C:13]([NH:15][CH2:16][CH2:17][CH3:18])=[O:14]. The yield is 0.700. No catalyst specified. (3) The reactants are [NH2:1][C:2]1[CH:7]=[C:6]([O:8][C:9]2[CH:14]=[CH:13][C:12]([NH:15][C:16]([C:18]3([C:21]([NH:23][C:24]4[CH:29]=[CH:28][C:27]([F:30])=[CH:26][CH:25]=4)=[O:22])[CH2:20][CH2:19]3)=[O:17])=[C:11]([F:31])[CH:10]=2)[CH:5]=[CH:4][N:3]=1.[CH2:32]([N:34]([CH2:37][CH3:38])[CH2:35]C)C.ClC(OC1C=CC=CC=1)=[O:41].C(=O)([O-])O.[Na+]. The catalyst is O1CCCC1.C(OCC)(=O)C. The product is [N:34]1([C:32]([NH:1][C:2]2[CH:7]=[C:6]([O:8][C:9]3[CH:14]=[CH:13][C:12]([NH:15][C:16]([C:18]4([C:21]([NH:23][C:24]5[CH:25]=[CH:26][C:27]([F:30])=[CH:28][CH:29]=5)=[O:22])[CH2:20][CH2:19]4)=[O:17])=[C:11]([F:31])[CH:10]=3)[CH:5]=[CH:4][N:3]=2)=[O:41])[CH2:35][CH2:38][CH2:37]1. The yield is 0.720. (4) The reactants are [C:1]([NH:4][NH2:5])(=[O:3])[CH3:2].C(N(C(C)C)CC)(C)C.[CH3:15][C:16]1[C:21]([CH3:22])=[C:20]([N:23]2[CH2:28][CH2:27][N:26]([C:29]3[CH:34]=[CH:33][C:32]([C:35]([F:38])([F:37])[F:36])=[CH:31][N:30]=3)[CH2:25][CH2:24]2)[N:19]=[N:18][C:17]=1[CH2:39][C:40](O)=[O:41].C1C=CC2N(O)N=NC=2C=1.CN(C(ON1N=NC2C=CC=CC1=2)=[N+](C)C)C.F[P-](F)(F)(F)(F)F. The catalyst is CN(C=O)C. The product is [CH3:15][C:16]1[C:21]([CH3:22])=[C:20]([N:23]2[CH2:28][CH2:27][N:26]([C:29]3[CH:34]=[CH:33][C:32]([C:35]([F:38])([F:37])[F:36])=[CH:31][N:30]=3)[CH2:25][CH2:24]2)[N:19]=[N:18][C:17]=1[CH2:39][C:40]([NH:5][NH:4][C:1](=[O:3])[CH3:2])=[O:41]. The yield is 0.900. (5) The reactants are [CH:1]1[C:6]2[C:7](=[O:16])[NH:8][C:9]3[CH:15]=[CH:14][CH:13]=[CH:12][C:10]=3[S:11][C:5]=2[CH:4]=[CH:3][CH:2]=1.[H-].[Na+].Br[CH2:20][CH2:21][CH2:22][CH2:23][CH2:24][CH2:25][C:26]([O:28][CH2:29][CH3:30])=[O:27]. The catalyst is CN(C=O)C. The product is [O:16]=[C:7]1[C:6]2[CH:1]=[CH:2][CH:3]=[CH:4][C:5]=2[S:11][C:10]2[CH:12]=[CH:13][CH:14]=[CH:15][C:9]=2[N:8]1[CH2:20][CH2:21][CH2:22][CH2:23][CH2:24][CH2:25][C:26]([O:28][CH2:29][CH3:30])=[O:27]. The yield is 0.690. (6) The reactants are [OH:1][C:2]1[CH:3]=[CH:4][C:5]2[N:9]=[C:8]([CH2:10][O:11][C:12]3[CH:13]=[C:14]([CH:19]=[CH:20][CH:21]=3)[C:15]([O:17][CH3:18])=[O:16])[N:7]([CH3:22])[C:6]=2[CH:23]=1.[Cl:24][C:25]1[C:26](F)=[N:27][CH:28]=[CH:29][CH:30]=1.N1C2C(=CC=C3C=2N=CC=C3)C=CC=1.C(=O)([O-])[O-].[Cs+].[Cs+].[Cl-].[NH4+]. The catalyst is CN(C=O)C.[Cu](I)I. The product is [Cl:24][C:25]1[C:26]([O:1][C:2]2[CH:3]=[CH:4][C:5]3[N:9]=[C:8]([CH2:10][O:11][C:12]4[CH:13]=[C:14]([CH:19]=[CH:20][CH:21]=4)[C:15]([O:17][CH3:18])=[O:16])[N:7]([CH3:22])[C:6]=3[CH:23]=2)=[N:27][CH:28]=[CH:29][CH:30]=1. The yield is 0.580. (7) The product is [OH:20][C@@H:18]([C@H:15]1[C:14](=[O:25])[N:13]2[C@@H:16]1[CH2:17][C:11]([C:8]1[CH:9]=[CH:10][C:5]3[O:4][C:3](=[O:32])[N:2]([CH3:1])[C:6]=3[CH:7]=1)=[C:12]2[C:26]([O:28][CH2:29][CH:30]=[CH2:31])=[O:27])[CH3:19]. The reactants are [CH3:1][N:2]1[C:6]2[CH:7]=[C:8]([C:11]3[CH2:17][C@H:16]4[N:13]([C:14](=[O:25])[C@@H:15]4[C@H:18]([O:20][Si](C)(C)C)[CH3:19])[C:12]=3[C:26]([O:28][CH2:29][CH:30]=[CH2:31])=[O:27])[CH:9]=[CH:10][C:5]=2[O:4][C:3]1=[O:32].Cl.C(=O)([O-])O.[Na+]. The yield is 1.00. The catalyst is C1COCC1.O.[Cl-].[Na+].O.